Dataset: Forward reaction prediction with 1.9M reactions from USPTO patents (1976-2016). Task: Predict the product of the given reaction. (1) Given the reactants [CH2:1]([O:3][C:4]([C:6]1[CH:11]=[CH:10][C:9](B(O)O)=[CH:8][CH:7]=1)=[O:5])[CH3:2].[O-]P([O-])([O-])=O.[K+].[K+].[K+].C([C:25]1[N:26]=[C:27]2[CH:32]=[CH:31][C:30](Br)=[CH:29][N:28]2[C:34]=1[C:35]1[CH:40]=[CH:39][C:38]([Cl:41])=[CH:37][CH:36]=1)C, predict the reaction product. The product is: [Cl:41][C:38]1[CH:37]=[CH:36][C:35]([C:34]2[N:28]3[CH:29]=[C:30]([C:9]4[CH:10]=[CH:11][C:6]([C:4]([O:3][CH2:1][CH3:2])=[O:5])=[CH:7][CH:8]=4)[CH:31]=[CH:32][C:27]3=[N:26][CH:25]=2)=[CH:40][CH:39]=1. (2) Given the reactants [F:1][C:2]1[CH:7]=[CH:6][C:5]([CH2:8][CH2:9][S:10]C(=O)C)=[CH:4][CH:3]=1.[H-].[H-].[H-].[H-].[Li+].[Al+3].O.Cl, predict the reaction product. The product is: [F:1][C:2]1[CH:7]=[CH:6][C:5]([CH2:8][CH2:9][SH:10])=[CH:4][CH:3]=1. (3) Given the reactants [CH3:1][O:2][C:3]1[CH:4]=[C:5]2[C:10](=[CH:11][C:12]=1[O:13][CH3:14])[N:9]=[CH:8][N:7]=[C:6]2[O:15][C:16]1[CH:22]=[CH:21][C:19]([NH2:20])=[C:18]([O:23][CH3:24])[CH:17]=1.ClC(Cl)(O[C:29](=[O:35])[O:30][C:31](Cl)(Cl)Cl)Cl.[CH3:37][O:38][C:39]1[CH:44]=[CH:43][CH:42]=[CH:41][C:40]=1CO.C(=O)(O)[O-].[Na+], predict the reaction product. The product is: [CH3:1][O:2][C:3]1[CH:4]=[C:5]2[C:10](=[CH:11][C:12]=1[O:13][CH3:14])[N:9]=[CH:8][N:7]=[C:6]2[O:15][C:16]1[CH:22]=[CH:21][C:19]([NH:20][C:29](=[O:35])[O:30][CH2:31][C:40]2[CH:41]=[CH:42][CH:43]=[CH:44][C:39]=2[O:38][CH3:37])=[C:18]([O:23][CH3:24])[CH:17]=1. (4) Given the reactants [F:1][C:2]1[CH:8]=[CH:7][C:5]([NH2:6])=[C:4]([CH3:9])[CH:3]=1.[O:10](C(C)=O)[C:11]([CH3:13])=O, predict the reaction product. The product is: [F:1][C:2]1[CH:8]=[CH:7][C:5]([NH:6][C:11](=[O:10])[CH3:13])=[C:4]([CH3:9])[CH:3]=1. (5) Given the reactants C[O:2][C:3](=[O:32])[CH2:4][O:5][C:6]1[CH:11]=[CH:10][C:9]([S:12][CH2:13][CH:14]=[C:15]([C:23]2[CH:28]=[CH:27][C:26]([F:29])=[CH:25][CH:24]=2)[C:16]2[CH:21]=[CH:20][C:19]([F:22])=[CH:18][CH:17]=2)=[CH:8][C:7]=1[CH2:30][CH3:31].[OH-].[Na+].Cl, predict the reaction product. The product is: [F:29][C:26]1[CH:25]=[CH:24][C:23]([C:15]([C:16]2[CH:21]=[CH:20][C:19]([F:22])=[CH:18][CH:17]=2)=[CH:14][CH2:13][S:12][C:9]2[CH:10]=[CH:11][C:6]([O:5][CH2:4][C:3]([OH:32])=[O:2])=[C:7]([CH2:30][CH3:31])[CH:8]=2)=[CH:28][CH:27]=1.